Dataset: Peptide-MHC class II binding affinity with 134,281 pairs from IEDB. Task: Regression. Given a peptide amino acid sequence and an MHC pseudo amino acid sequence, predict their binding affinity value. This is MHC class II binding data. (1) The peptide sequence is MFNMLSTVLGVSILN. The MHC is DRB1_0401 with pseudo-sequence DRB1_0401. The binding affinity (normalized) is 0.377. (2) The peptide sequence is ADSEITETYKEGDAV. The MHC is DRB1_0701 with pseudo-sequence DRB1_0701. The binding affinity (normalized) is 0.187. (3) The peptide sequence is RSLSNKIKQKTKQIG. The MHC is HLA-DQA10601-DQB10402 with pseudo-sequence HLA-DQA10601-DQB10402. The binding affinity (normalized) is 0.